This data is from Full USPTO retrosynthesis dataset with 1.9M reactions from patents (1976-2016). The task is: Predict the reactants needed to synthesize the given product. (1) The reactants are: NC1(C2C=CC(C3C(=O)C4C(OC=3C3C=CC=CC=3)=C3C(=CC=4)NN=C3)=CC=2)CCC1.C(OC(=O)[NH:38][C:39]1([C:43]2[CH:48]=[CH:47][C:46]([C:49]3[C:54](=[O:55])[C:53]4[CH:56]=[CH:57][C:58]5[N:59]=[CH:60][N:61]([CH3:63])[C:62]=5[C:52]=4[O:51][C:50]=3[C:64]3[CH:69]=[CH:68][CH:67]=[CH:66][CH:65]=3)=[CH:45][CH:44]=2)[CH2:42][CH2:41][CH2:40]1)(C)(C)C. Given the product [NH2:38][C:39]1([C:43]2[CH:44]=[CH:45][C:46]([C:49]3[C:54](=[O:55])[C:53]4[CH:56]=[CH:57][C:58]5[N:59]=[CH:60][N:61]([CH3:63])[C:62]=5[C:52]=4[O:51][C:50]=3[C:64]3[CH:69]=[CH:68][CH:67]=[CH:66][CH:65]=3)=[CH:47][CH:48]=2)[CH2:40][CH2:41][CH2:42]1, predict the reactants needed to synthesize it. (2) Given the product [Cl:12][C:4]1[CH:5]=[CH:6][C:7]([N+:9]([O-:11])=[O:10])=[CH:8][C:3]=1[CH2:2][C:13]#[N:14], predict the reactants needed to synthesize it. The reactants are: Br[CH2:2][C:3]1[CH:8]=[C:7]([N+:9]([O-:11])=[O:10])[CH:6]=[CH:5][C:4]=1[Cl:12].[C-:13]#[N:14].[K+]. (3) Given the product [ClH:1].[CH:27]1([NH:3][C@@H:4]2[CH2:6][C@H:5]2[C:7]2[CH:8]=[C:9]([CH:19]=[CH:20][CH:21]=2)[C:10]([NH:12][C:13]2[S:14][C:15]([CH3:18])=[N:16][N:17]=2)=[O:11])[CH2:30][CH2:29][CH2:28]1, predict the reactants needed to synthesize it. The reactants are: [ClH:1].Cl.[NH2:3][C@@H:4]1[CH2:6][C@H:5]1[C:7]1[CH:8]=[C:9]([CH:19]=[CH:20][CH:21]=1)[C:10]([NH:12][C:13]1[S:14][C:15]([CH3:18])=[N:16][N:17]=1)=[O:11].C(=O)([O-])O.[Na+].[C:27]1(=O)[CH2:30][CH2:29][CH2:28]1. (4) Given the product [C:1]([O:5][C:6]([NH:8][C:9]([C:18]1[O:22][C:21]([C:23]2[CH:24]=[C:25]([C:37]([OH:39])=[O:38])[CH:26]=[C:27]([C:29]3[CH:34]=[CH:33][CH:32]=[CH:31][C:30]=3[C:35]#[N:36])[CH:28]=2)=[N:20][N:19]=1)([CH3:17])[CH2:10][C:11]1[CH:12]=[CH:13][CH:14]=[CH:15][CH:16]=1)=[O:7])([CH3:2])([CH3:3])[CH3:4], predict the reactants needed to synthesize it. The reactants are: [C:1]([O:5][C:6]([NH:8][C@:9]([C:18]1[O:22][C:21]([C:23]2[CH:24]=[C:25]([C:37]([O:39]C)=[O:38])[CH:26]=[C:27]([C:29]3[CH:34]=[CH:33][CH:32]=[CH:31][C:30]=3[C:35]#[N:36])[CH:28]=2)=[N:20][N:19]=1)([CH3:17])[CH2:10][C:11]1[CH:16]=[CH:15][CH:14]=[CH:13][CH:12]=1)=[O:7])([CH3:4])([CH3:3])[CH3:2].[OH-].[Na+].O.Cl. (5) The reactants are: [NH2:1][C@H:2]([C:11]([OH:13])=[O:12])[CH2:3][C:4]1[CH:9]=[CH:8][C:7]([OH:10])=[CH:6][CH:5]=1.C1(C)C=CC=CC=1.CS(O[CH2:26][CH2:27][C:28]1[CH:33]=[CH:32][C:31]([CH2:34][CH3:35])=[CH:30][N:29]=1)(=O)=O. Given the product [NH2:1][CH:2]([CH2:3][C:4]1[CH:5]=[CH:6][C:7]([O:10][CH2:26][CH2:27][C:28]2[CH:33]=[CH:32][C:31]([CH2:34][CH3:35])=[CH:30][N:29]=2)=[CH:8][CH:9]=1)[C:11]([OH:13])=[O:12], predict the reactants needed to synthesize it. (6) Given the product [F:22][C:19]1[CH:18]=[CH:17][C:16]([C@@H:15]2[CH2:14][CH2:13][N:12]([C:23]([O:25][C:26]3[CH:31]=[CH:30][CH:29]=[CH:28][CH:27]=3)=[O:24])[CH2:11][C@H:10]2[CH2:9][O:8][C:6](=[O:7])[CH2:5][CH2:4][C:1]([O:3][CH3:34])=[O:2])=[CH:21][CH:20]=1, predict the reactants needed to synthesize it. The reactants are: [C:1]([CH2:4][CH2:5][C:6]([O:8][CH2:9][C@H:10]1[C@H:15]([C:16]2[CH:21]=[CH:20][C:19]([F:22])=[CH:18][CH:17]=2)[CH2:14][CH2:13][N:12]([C:23]([O:25][C:26]2[CH:31]=[CH:30][CH:29]=[CH:28][CH:27]=2)=[O:24])[CH2:11]1)=[O:7])([OH:3])=[O:2].CO.[CH3:34][Si](C=[N+]=[N-])(C)C.